From a dataset of Full USPTO retrosynthesis dataset with 1.9M reactions from patents (1976-2016). Predict the reactants needed to synthesize the given product. (1) Given the product [CH3:1][O:2][C:3]1[CH:4]=[CH:5][C:6]([CH2:11][C@@H:12]2[C@@H:17]([CH2:18][C:19]3[CH:20]=[CH:21][C:22]([OH:27])=[C:23]([O:25][CH3:26])[CH:24]=3)[C:15](=[O:16])[O:14][CH2:13]2)=[CH:7][C:8]=1[O:9][CH3:10].[C:28]([O-:35])(=[O:34])[CH2:29][CH2:30][CH2:31][CH2:32][CH3:33], predict the reactants needed to synthesize it. The reactants are: [CH3:1][O:2][C:3]1[CH:4]=[CH:5][C:6]([CH2:11][C@@H:12]2[C@@H:17]([CH2:18][C:19]3[CH:20]=[CH:21][C:22]([OH:27])=[C:23]([O:25][CH3:26])[CH:24]=3)[C:15](=[O:16])[O:14][CH2:13]2)=[CH:7][C:8]=1[O:9][CH3:10].[C:28]([OH:35])(=[O:34])[CH2:29][CH2:30][CH2:31][CH2:32][CH3:33].O. (2) Given the product [F:1][C:2]1[C:10]([F:11])=[CH:9][C:8]([I:12])=[CH:7][C:3]=1[C:4]([C:20](=[CH:19][NH:18][CH2:26][CH2:35][OH:37])[C:21]([O:23][CH2:24][CH3:25])=[O:22])=[O:6], predict the reactants needed to synthesize it. The reactants are: [F:1][C:2]1[C:10]([F:11])=[CH:9][C:8]([I:12])=[CH:7][C:3]=1[C:4]([OH:6])=O.S(Cl)(Cl)=O.C[N:18]([CH3:26])[CH:19]=[CH:20][C:21]([O:23][CH2:24][CH3:25])=[O:22].C(N(CC)CC)C.N[CH:35]([OH:37])C. (3) Given the product [C:1]([O:5][C:6](=[O:35])[CH2:7][CH2:8][C:9]1[CH:14]=[CH:13][C:12]([O:15][Si:16]([C:29]([CH3:32])([CH3:31])[CH3:30])([C:17]2[CH:22]=[CH:21][CH:20]=[CH:19][CH:18]=2)[C:23]2[CH:24]=[CH:25][CH:26]=[CH:27][CH:28]=2)=[CH:11][C:10]=1[CH2:33][O:34][CH2:41][C:42]1[CH:47]=[CH:46][CH:45]=[CH:44][CH:43]=1)([CH3:4])([CH3:2])[CH3:3], predict the reactants needed to synthesize it. The reactants are: [C:1]([O:5][C:6](=[O:35])[CH2:7][CH2:8][C:9]1[CH:14]=[CH:13][C:12]([O:15][Si:16]([C:29]([CH3:32])([CH3:31])[CH3:30])([C:23]2[CH:28]=[CH:27][CH:26]=[CH:25][CH:24]=2)[C:17]2[CH:22]=[CH:21][CH:20]=[CH:19][CH:18]=2)=[CH:11][C:10]=1[CH2:33][OH:34])([CH3:4])([CH3:3])[CH3:2].CN(C=O)C.[CH2:41](Br)[C:42]1[CH:47]=[CH:46][CH:45]=[CH:44][CH:43]=1.[H-].[Na+].